Dataset: Full USPTO retrosynthesis dataset with 1.9M reactions from patents (1976-2016). Task: Predict the reactants needed to synthesize the given product. (1) Given the product [NH2:37][CH:3]([CH:4]1[CH:9]([OH:10])[CH:8]([OH:18])[CH:7]([OH:26])[CH:6]([CH2:34][CH2:35][CH3:36])[O:5]1)[CH:2]([CH3:38])[CH3:1], predict the reactants needed to synthesize it. The reactants are: [CH3:1][CH:2]([CH3:38])[CH:3]([NH2:37])[CH:4]1[CH:9]([O:10]CC2C=CC=CC=2)[CH:8]([O:18]CC2C=CC=CC=2)[CH:7]([O:26]CC2C=CC=CC=2)[CH:6]([CH2:34][CH:35]=[CH2:36])[O:5]1.Cl. (2) Given the product [CH3:1][O:2][C:3]([CH:4]1[CH2:5][CH2:6][C:7]2([CH2:12][CH2:11][CH2:10][CH2:9][CH2:8]2)[CH:13]1[O:14][Si:18]([CH2:21][CH3:22])([CH2:19][CH3:20])[CH2:16][CH3:17])=[O:15], predict the reactants needed to synthesize it. The reactants are: [CH3:1][O:2][C:3](=[O:15])[CH:4]=[CH:5][CH2:6][C:7]1([CH:13]=[O:14])[CH2:12][CH2:11][CH2:10][CH2:9][CH2:8]1.[CH2:16]([SiH:18]([CH2:21][CH3:22])[CH2:19][CH3:20])[CH3:17].C(=O)(O)[O-].[Na+]. (3) The reactants are: [NH2:1][C:2]1[C:3]2[N:4]([N:23]=[C:24]([C:26]3[O:27][CH:28]=[CH:29][CH:30]=3)[N:25]=2)[CH:5]=[C:6]([C:8]#[C:9][C:10]([CH3:22])([OH:21])[CH2:11][C:12]2[CH:17]=[CH:16][C:15]([N+:18]([O-])=O)=[CH:14][CH:13]=2)[N:7]=1.O.O.Cl[Sn]Cl. Given the product [NH2:1][C:2]1[C:3]2[N:4]([N:23]=[C:24]([C:26]3[O:27][CH:28]=[CH:29][CH:30]=3)[N:25]=2)[CH:5]=[C:6]([C:8]#[C:9][C:10]([CH3:22])([OH:21])[CH2:11][C:12]2[CH:13]=[CH:14][C:15]([NH2:18])=[CH:16][CH:17]=2)[N:7]=1, predict the reactants needed to synthesize it. (4) Given the product [F:36][C:33]([F:34])([F:35])[C:32]([C:37]1[S:41][C:40]([S:42][C:2]2[CH:3]=[C:4]3[C:9](=[CH:10][CH:11]=2)[N:8]2[C:12]([C:15]4[CH:20]=[CH:19][CH:18]=[CH:17][CH:16]=4)=[N:13][N:14]=[C:7]2[CH:6]=[CH:5]3)=[N:39][CH:38]=1)([OH:43])[CH2:31][CH3:30], predict the reactants needed to synthesize it. The reactants are: I[C:2]1[CH:3]=[C:4]2[C:9](=[CH:10][CH:11]=1)[N:8]1[C:12]([C:15]3[CH:20]=[CH:19][CH:18]=[CH:17][CH:16]=3)=[N:13][N:14]=[C:7]1[CH:6]=[CH:5]2.C(=O)([O-])[O-].[K+].[K+].C(O[C:30](=O)[CH2:31][C:32]([OH:43])([C:37]1[S:41][C:40]([SH:42])=[N:39][CH:38]=1)[C:33]([F:36])([F:35])[F:34])C.CCOCCO. (5) Given the product [O:25]1[CH2:26][CH2:27][N:22]([C:19]2[C:20]3[S:21][C:13]([CH2:12][N:9]4[CH2:10][CH2:11][N:6]([S:3]([N:2]([CH3:29])[CH3:1])(=[O:5])=[O:4])[CH2:7][CH2:8]4)=[CH:14][C:15]=3[N:16]=[C:17]([C:34]3[CH:35]=[CH:36][C:31]([NH2:30])=[N:32][CH:33]=3)[N:18]=2)[CH2:23][CH2:24]1, predict the reactants needed to synthesize it. The reactants are: [CH3:1][N:2]([CH3:29])[S:3]([N:6]1[CH2:11][CH2:10][N:9]([CH2:12][C:13]2[S:21][C:20]3[C:19]([N:22]4[CH2:27][CH2:26][O:25][CH2:24][CH2:23]4)=[N:18][C:17](Cl)=[N:16][C:15]=3[CH:14]=2)[CH2:8][CH2:7]1)(=[O:5])=[O:4].[NH2:30][C:31]1[CH:36]=[CH:35][C:34](B2OC(C)(C)C(C)(C)O2)=[CH:33][N:32]=1. (6) Given the product [Br:37][C:38]1[CH:39]=[CH:40][C:41]([NH:8][C:48](=[O:50])[CH2:47][C:45]#[N:46])=[N:42][CH:43]=1, predict the reactants needed to synthesize it. The reactants are: F[P-](F)(F)(F)(F)F.[N:8]1(O[P+](N(C)C)(N(C)C)N(C)C)C2C=CC=CC=2N=N1.CCN(C(C)C)C(C)C.[Br:37][C:38]1[CH:39]=[CH:40][C:41](F)=[N:42][CH:43]=1.[C:45]([CH2:47][C:48]([OH:50])=O)#[N:46]. (7) Given the product [CH:1]1[C:6]2[C:5](=[CH:12][CH:7]=[CH:8][CH:9]=2)[CH:4]=[CH:3][CH:2]=1, predict the reactants needed to synthesize it. The reactants are: [CH:1]1[CH:6]=[CH:5][CH:4]=[CH:3][CH:2]=1.[C:7]1(C)[CH:12]=CC=[CH:9][CH:8]=1. (8) Given the product [NH2:8][C:9]1[N:14]=[CH:13][C:12]([CH2:15][CH:16]([CH:24]([SH:45])[CH2:25][CH2:26][C:27]2[CH:32]=[CH:31][CH:30]=[C:29]([C:33]([N:35]([CH3:44])[CH2:36][CH2:37][C:38]3[CH:43]=[CH:42][CH:41]=[CH:40][CH:39]=3)=[O:34])[CH:28]=2)[C:17]([OH:19])=[O:18])=[CH:11][CH:10]=1, predict the reactants needed to synthesize it. The reactants are: C(OC([NH:8][C:9]1[N:14]=[CH:13][C:12]([CH2:15][CH:16]([CH:24]([S:45]CC2C=CC(OC)=CC=2)[CH2:25][CH2:26][C:27]2[CH:32]=[CH:31][CH:30]=[C:29]([C:33]([N:35]([CH3:44])[CH2:36][CH2:37][C:38]3[CH:43]=[CH:42][CH:41]=[CH:40][CH:39]=3)=[O:34])[CH:28]=2)[C:17]([O:19]C(C)(C)C)=[O:18])=[CH:11][CH:10]=1)=O)(C)(C)C. (9) Given the product [CH3:44][C:45]1([CH3:63])[C:50]2[CH:51]=[C:52]([N:55]3[CH:59]=[CH:58][CH:57]=[C:56]3[C:60]#[N:61])[CH:53]=[CH:54][C:49]=2[NH:48][C:47](=[S:26])[O:46]1, predict the reactants needed to synthesize it. The reactants are: NC1C=CC(C2N(C)C(C#N)=CC=2)=CC=1C(O)(C)C.C1N=CN(C(N2C=NC=C2)=[S:26])C=1.C1N=CN(C(N2C=NC=C2)=O)C=1.[CH3:44][C:45]1([CH3:63])[C:50]2[CH:51]=[C:52]([N:55]3[CH:59]=[CH:58][CH:57]=[C:56]3[C:60]#[N:61])[CH:53]=[CH:54][C:49]=2[NH:48][C:47](=O)[O:46]1. (10) Given the product [F:18][C:15]([F:16])([F:17])[C:6]1[CH:5]=[C:4]([C:3]([F:2])([F:19])[F:20])[C:12]2[NH:11][C:10]([CH2:13][NH:14][C:30](=[O:31])[CH2:29][NH:28][C:26](=[O:27])[O:25][C:21]([CH3:22])([CH3:23])[CH3:24])=[N:9][C:8]=2[CH:7]=1, predict the reactants needed to synthesize it. The reactants are: Cl.[F:2][C:3]([F:20])([F:19])[C:4]1[C:12]2[N:11]=[C:10]([CH2:13][NH2:14])[NH:9][C:8]=2[CH:7]=[C:6]([C:15]([F:18])([F:17])[F:16])[CH:5]=1.[C:21]([O:25][C:26]([NH:28][CH2:29][C:30](O)=[O:31])=[O:27])([CH3:24])([CH3:23])[CH3:22].CN(C(ON1N=NC2C=CC=NC1=2)=[N+](C)C)C.F[P-](F)(F)(F)(F)F.